Dataset: Forward reaction prediction with 1.9M reactions from USPTO patents (1976-2016). Task: Predict the product of the given reaction. Given the reactants Br[C:2]1[S:10][C:5]2=[CH:6][N:7]=[CH:8][CH:9]=[C:4]2[C:3]=1[Br:11].[CH3:12][C:13]([OH:17])([C:15]#[CH:16])[CH3:14].CCN(C(C)C)C(C)C, predict the reaction product. The product is: [Br:11][C:3]1[C:4]2[C:5](=[CH:6][N:7]=[CH:8][CH:9]=2)[S:10][C:2]=1[C:16]#[C:15][C:13]([CH3:14])([OH:17])[CH3:12].